The task is: Predict the reactants needed to synthesize the given product.. This data is from Full USPTO retrosynthesis dataset with 1.9M reactions from patents (1976-2016). Given the product [CH3:41][C:42]([CH3:47])([CH3:46])[CH2:43][CH2:44][NH:45][C:23](=[O:25])[CH2:22][N:3]1[C:4]2[C:9](=[CH:8][CH:7]=[CH:6][CH:5]=2)[C:10]2([CH2:14][O:13][C:12]3[CH:15]=[C:16]4[C:20](=[CH:21][C:11]2=3)[CH2:19][CH2:18][O:17]4)[C:2]1=[O:1], predict the reactants needed to synthesize it. The reactants are: [O:1]=[C:2]1[C:10]2([CH2:14][O:13][C:12]3[CH:15]=[C:16]4[C:20](=[CH:21][C:11]2=3)[CH2:19][CH2:18][O:17]4)[C:9]2[C:4](=[CH:5][CH:6]=[CH:7][CH:8]=2)[N:3]1[CH2:22][C:23]([OH:25])=O.C(OC(Cl)=O)C(C)C.CN1CCOCC1.[CH3:41][C:42]([CH3:47])([CH3:46])[CH2:43][CH2:44][NH2:45].